From a dataset of Full USPTO retrosynthesis dataset with 1.9M reactions from patents (1976-2016). Predict the reactants needed to synthesize the given product. (1) Given the product [CH:24]([C:21]1[N:20]([C:27]2[CH:32]=[CH:31][CH:30]=[C:29]([O:33][C:2]3[CH:3]=[C:4]([F:13])[CH:5]=[C:6]([S:8]([CH2:11][CH3:12])(=[O:10])=[O:9])[CH:7]=3)[CH:28]=2)[C:19]2[CH:18]=[CH:17][CH:16]=[C:15]([Cl:14])[C:23]=2[N:22]=1)([CH3:26])[CH3:25], predict the reactants needed to synthesize it. The reactants are: F[C:2]1[CH:7]=[C:6]([S:8]([CH2:11][CH3:12])(=[O:10])=[O:9])[CH:5]=[C:4]([F:13])[CH:3]=1.[Cl:14][C:15]1[C:23]2[N:22]=[C:21]([CH:24]([CH3:26])[CH3:25])[N:20]([C:27]3[CH:28]=[C:29]([OH:33])[CH:30]=[CH:31][CH:32]=3)[C:19]=2[CH:18]=[CH:17][CH:16]=1. (2) Given the product [NH2:8][C@H:9]1[CH2:14][CH2:13][C@H:12]([NH:15][C:16]2[CH:21]=[C:20]([C:22]3[CH:27]=[CH:26][CH:25]=[C:24]([NH:28][CH2:29][CH:30]4[CH2:35][CH2:34][O:33][C:32]([CH3:36])([CH3:37])[CH2:31]4)[N:23]=3)[C:19]([Cl:38])=[CH:18][N:17]=2)[CH2:11][CH2:10]1, predict the reactants needed to synthesize it. The reactants are: FC(F)(F)C(O)=O.[NH2:8][C@H:9]1[CH2:14][CH2:13][C@H:12]([NH:15][C:16]2[CH:21]=[C:20]([C:22]3[CH:27]=[CH:26][CH:25]=[C:24]([NH:28][CH2:29][CH:30]4[CH2:35][CH2:34][O:33][C:32]([CH3:37])([CH3:36])[CH2:31]4)[N:23]=3)[C:19]([Cl:38])=[CH:18][N:17]=2)[CH2:11][CH2:10]1. (3) Given the product [O:55]1[CH:52]=[CH:50][CH:49]=[C:58]1[C:2]1[CH:42]=[CH:41][C:5]([CH2:6][O:7][CH:8]2[CH:13]([C:14]3[CH:15]=[CH:16][C:17]([O:20][CH2:21][CH2:22][CH2:23][O:24][CH2:25][C:26]4[CH:31]=[CH:30][CH:29]=[CH:28][C:27]=4[O:32][CH3:33])=[CH:18][CH:19]=3)[CH2:12][CH2:11][N:10]([C:34]([O:36][C:37]([CH3:38])([CH3:39])[CH3:40])=[O:35])[CH2:9]2)=[CH:4][C:3]=1[O:43][CH2:44][CH2:45][CH2:46][O:47][CH3:48], predict the reactants needed to synthesize it. The reactants are: Br[C:2]1[CH:42]=[CH:41][C:5]([CH2:6][O:7][CH:8]2[CH:13]([C:14]3[CH:19]=[CH:18][C:17]([O:20][CH2:21][CH2:22][CH2:23][O:24][CH2:25][C:26]4[CH:31]=[CH:30][CH:29]=[CH:28][C:27]=4[O:32][CH3:33])=[CH:16][CH:15]=3)[CH2:12][CH2:11][N:10]([C:34]([O:36][C:37]([CH3:40])([CH3:39])[CH3:38])=[O:35])[CH2:9]2)=[CH:4][C:3]=1[O:43][CH2:44][CH2:45][CH2:46][O:47][CH3:48].[CH2:49](O)[CH3:50].[C:52](=[O:55])([O-])[O-].[Na+].[Na+].[C:58](=O)([O-])O.[Na+]. (4) Given the product [CH:1]1([CH2:4][O:5][C:6]2[C:7]([OH:24])=[C:8]([C:14]3[CH:22]=[CH:21][CH:20]=[C:19]4[C:15]=3[CH2:16][CH2:17][C:18]4=[O:23])[CH:9]=[CH:10][C:11]=2[O:12][CH3:13])[CH2:3][CH2:2]1, predict the reactants needed to synthesize it. The reactants are: [CH:1]1([CH2:4][O:5][C:6]2[C:7]([O:24]COC)=[C:8]([C:14]3[CH:22]=[CH:21][CH:20]=[C:19]4[C:15]=3[CH2:16][CH2:17][C:18]4=[O:23])[CH:9]=[CH:10][C:11]=2[O:12][CH3:13])[CH2:3][CH2:2]1.Cl. (5) Given the product [C:1]([C:3]1[CH:20]=[C:19]([OH:21])[CH:18]=[CH:17][C:4]=1[O:5][CH2:6][C:7]([NH:9][C:10]1[CH:15]=[CH:14][C:13]([Cl:16])=[CH:12][N:11]=1)=[O:8])#[N:2], predict the reactants needed to synthesize it. The reactants are: [C:1]([C:3]1[CH:20]=[C:19]([O:21]C)[CH:18]=[CH:17][C:4]=1[O:5][CH2:6][C:7]([NH:9][C:10]1[CH:15]=[CH:14][C:13]([Cl:16])=[CH:12][N:11]=1)=[O:8])#[N:2].B(Br)(Br)Br. (6) Given the product [Br:1][C:2]1[CH:15]=[CH:14][C:5]2[O:6][CH2:7][CH2:8][C:9]([CH2:12][Cl:29])=[C:10]([CH3:11])[C:4]=2[CH:3]=1, predict the reactants needed to synthesize it. The reactants are: [Br:1][C:2]1[CH:15]=[CH:14][C:5]2[O:6][CH2:7][CH2:8][C:9]([CH2:12]O)=[C:10]([CH3:11])[C:4]=2[CH:3]=1.CCN(C(C)C)C(C)C.CS([Cl:29])(=O)=O.C(OCC)C.